This data is from Forward reaction prediction with 1.9M reactions from USPTO patents (1976-2016). The task is: Predict the product of the given reaction. (1) Given the reactants [Cl:1][C:2]1[CH:7]=[CH:6][C:5]([C:8]2[CH:13]=[C:12]([CH:14]([F:16])[F:15])[N:11]3[N:17]=[CH:18][C:19]([C:20]([OH:22])=O)=[C:10]3[N:9]=2)=[CH:4][CH:3]=1.[NH2:23][C:24]1[CH:33]=[CH:32][C:27]([C:28]([NH:30]O)=[NH:29])=[CH:26][N:25]=1, predict the reaction product. The product is: [Cl:1][C:2]1[CH:3]=[CH:4][C:5]([C:8]2[CH:13]=[C:12]([CH:14]([F:15])[F:16])[N:11]3[N:17]=[CH:18][C:19]([C:20]4[O:22][N:30]=[C:28]([C:27]5[CH:32]=[CH:33][C:24]([NH2:23])=[N:25][CH:26]=5)[N:29]=4)=[C:10]3[N:9]=2)=[CH:6][CH:7]=1. (2) Given the reactants [NH2:1][CH2:2][CH2:3][N:4]1[C:12]2[C:11]([CH3:13])=[C:10]([CH3:14])[N:9]=[C:8]([NH2:15])[C:7]=2[N:6]=[C:5]1[CH2:16][O:17][CH2:18][CH3:19].[CH:20]1([N:26]=[C:27]=[O:28])[CH2:25][CH2:24][CH2:23][CH2:22][CH2:21]1, predict the reaction product. The product is: [NH2:15][C:8]1[C:7]2[N:6]=[C:5]([CH2:16][O:17][CH2:18][CH3:19])[N:4]([CH2:3][CH2:2][NH:1][C:27]([NH:26][CH:20]3[CH2:25][CH2:24][CH2:23][CH2:22][CH2:21]3)=[O:28])[C:12]=2[C:11]([CH3:13])=[C:10]([CH3:14])[N:9]=1. (3) Given the reactants [C:1](N[C@@H](CCCCC)CC(O)=O)([O:3][C:4]([CH3:7])([CH3:6])[CH3:5])=[O:2].Cl.[CH3:20][O:21][C:22](=[O:28])[C@H:23]([C@@H:25]([CH3:27])[OH:26])[NH2:24].CN([P+](ON1N=[N:47][C:42]2[CH:43]=[CH:44][CH:45]=[CH:46][C:41]1=2)(N(C)C)N(C)C)C.F[P-](F)(F)(F)(F)F.C1C=CC2N(O)N=N[C:60]=2[CH:61]=1.CN(C=[O:70])C, predict the reaction product. The product is: [CH3:20][O:21][C:22](=[O:28])[C@H:23]([C@@H:25]([CH3:27])[OH:26])[N:24]([C:61](=[O:70])[CH2:60][CH:42]([NH2:47])[CH2:43][CH2:44][CH2:45][CH2:46][CH3:41])[C:1]([O:3][C:4]([CH3:7])([CH3:6])[CH3:5])=[O:2]. (4) Given the reactants C([O:3][C:4]([C:6]1[CH:7]=[C:8]2[C:13](=[CH:14][CH:15]=1)[N:12]=[C:11]([CH2:16][CH3:17])[CH:10]=[C:9]2[O:18][CH2:19][C:20]1[CH:25]=[CH:24][C:23]([C:26]2[CH:30]=[C:29]([CH3:31])[S:28][C:27]=2[S:32](=[O:42])(=[O:41])[NH:33][C:34]2[C:38]([CH3:39])=[C:37]([CH3:40])[O:36][N:35]=2)=[C:22]([CH2:43][O:44][CH3:45])[CH:21]=1)=[O:5])C.[OH-].[Na+], predict the reaction product. The product is: [CH3:39][C:38]1[C:34]([NH:33][S:32]([C:27]2[S:28][C:29]([CH3:31])=[CH:30][C:26]=2[C:23]2[CH:24]=[CH:25][C:20]([CH2:19][O:18][C:9]3[C:8]4[C:13](=[CH:14][CH:15]=[C:6]([C:4]([OH:5])=[O:3])[CH:7]=4)[N:12]=[C:11]([CH2:16][CH3:17])[CH:10]=3)=[CH:21][C:22]=2[CH2:43][O:44][CH3:45])(=[O:41])=[O:42])=[N:35][O:36][C:37]=1[CH3:40]. (5) Given the reactants [C:1]([C:9]1[C:18]2[C:13](=[CH:14][C:15]([O:19][CH3:20])=[CH:16][CH:17]=2)C=[C:11]([C:21]([OH:23])=O)[CH:10]=1)(=[O:8])C1C=CC=CC=1.[CH2:24]([NH:26][C:27]1[S:28][CH:29]=[CH:30][N:31]=1)[CH3:25].C1CN([P+](ON2N=N[C:51]3[CH:52]=[CH:53][CH:54]=[CH:55][C:50]2=3)(N2CCCC2)N2CCCC2)CC1.F[P-](F)(F)(F)(F)F.[CH3:65]CN(C(C)C)C(C)C, predict the reaction product. The product is: [C:1]([C:9]1[C:18]2[C:13](=[CH:14][C:15]([O:19][CH3:20])=[CH:16][CH:17]=2)[CH:65]=[C:11]([C:21]([N:26]([CH2:24][CH3:25])[C:27]2[S:28][CH:29]=[CH:30][N:31]=2)=[O:23])[CH:10]=1)(=[O:8])[C:50]1[CH:55]=[CH:54][CH:53]=[CH:52][CH:51]=1. (6) Given the reactants [S:1]1[C:5]([C:6]2[CH:11]=[CH:10][N:9]=[C:8](Cl)[N:7]=2)=[CH:4][C:3]2[CH:13]=[CH:14][CH:15]=[CH:16][C:2]1=2.[CH3:17][O:18][C:19]([C@H:21]1[CH2:26][C@H:25]([NH2:27])[CH2:24][CH2:23][N:22]1C(OC(C)(C)C)=O)=[O:20], predict the reaction product. The product is: [CH3:17][O:18][C:19]([C@H:21]1[CH2:26][C@H:25]([NH:27][C:8]2[N:7]=[C:6]([C:5]3[S:1][C:2]4[CH:16]=[CH:15][CH:14]=[CH:13][C:3]=4[CH:4]=3)[CH:11]=[CH:10][N:9]=2)[CH2:24][CH2:23][NH:22]1)=[O:20]. (7) Given the reactants [F:1][C:2]1[CH:34]=[CH:33][C:5]([C:6]([NH:8][C:9]2[N:13]([C:14]3[CH:15]=[C:16]([NH:20]C(=O)OC(C)(C)C)[CH:17]=[CH:18][CH:19]=3)[C:12]3[CH:28]=[CH:29][C:30]([CH3:32])=[CH:31][C:11]=3[N:10]=2)=[O:7])=[CH:4][CH:3]=1.C(O)(C(F)(F)F)=O, predict the reaction product. The product is: [NH2:20][C:16]1[CH:15]=[C:14]([N:13]2[C:12]3[CH:28]=[CH:29][C:30]([CH3:32])=[CH:31][C:11]=3[N:10]=[C:9]2[NH:8][C:6](=[O:7])[C:5]2[CH:4]=[CH:3][C:2]([F:1])=[CH:34][CH:33]=2)[CH:19]=[CH:18][CH:17]=1. (8) The product is: [CH:16]1([CH2:15][N:10]2[C:11]3[C:7](=[CH:6][CH:5]=[CH:4][C:3]=3[O:2][CH3:1])[CH:8]=[CH:9]2)[CH2:21][CH2:20][CH2:19][CH2:18][CH2:17]1. Given the reactants [CH3:1][O:2][C:3]1[CH:4]=[CH:5][CH:6]=[C:7]2[C:11]=1[NH:10][CH:9]=[CH:8]2.[H-].[Na+].Br[CH2:15][CH:16]1[CH2:21][CH2:20][CH2:19][CH2:18][CH2:17]1, predict the reaction product. (9) Given the reactants [Cl:1][C:2]1[CH:3]=[C:4]([CH:23]=[CH:24][C:25]=1[F:26])[CH2:5][N:6]1[CH2:15][CH2:14][C:13]2[C:8](=[C:9]([O:20]C)[C:10](=[O:19])[N:11]([CH3:18])[C:12]=2[CH2:16][CH3:17])[C:7]1=[O:22].[N+](=[CH2:29])=[N-], predict the reaction product. The product is: [Cl:1][C:2]1[CH:3]=[C:4]([CH:23]=[CH:24][C:25]=1[F:26])[CH2:5][N:6]1[CH2:15][CH2:14][C:13]2[C:8](=[C:9]([OH:20])[C:10](=[O:19])[N:11]([CH3:18])[C:12]=2[CH:16]2[CH2:29][CH2:17]2)[C:7]1=[O:22]. (10) Given the reactants S(Cl)(Cl)=O.[Br:5][C:6]1[CH:7]=[C:8]([CH2:13][C@@H:14]([OH:18])[C:15]([OH:17])=[O:16])[CH:9]=[CH:10][C:11]=1[Br:12].[CH3:19][CH2:20]O, predict the reaction product. The product is: [Br:5][C:6]1[CH:7]=[C:8]([CH2:13][C@@H:14]([OH:18])[C:15]([O:17][CH2:19][CH3:20])=[O:16])[CH:9]=[CH:10][C:11]=1[Br:12].